From a dataset of NCI-60 drug combinations with 297,098 pairs across 59 cell lines. Regression. Given two drug SMILES strings and cell line genomic features, predict the synergy score measuring deviation from expected non-interaction effect. (1) Drug 1: CC1C(C(CC(O1)OC2CC(CC3=C2C(=C4C(=C3O)C(=O)C5=C(C4=O)C(=CC=C5)OC)O)(C(=O)CO)O)N)O.Cl. Drug 2: COC1=C2C(=CC3=C1OC=C3)C=CC(=O)O2. Cell line: HCT-15. Synergy scores: CSS=-7.58, Synergy_ZIP=3.85, Synergy_Bliss=-2.58, Synergy_Loewe=-9.85, Synergy_HSA=-10.1. (2) Drug 1: CN(CCCl)CCCl.Cl. Drug 2: C(CN)CNCCSP(=O)(O)O. Cell line: HS 578T. Synergy scores: CSS=4.64, Synergy_ZIP=0.333, Synergy_Bliss=4.42, Synergy_Loewe=0.0592, Synergy_HSA=3.17. (3) Drug 1: C1CCC(CC1)NC(=O)N(CCCl)N=O. Drug 2: CC1=C(N=C(N=C1N)C(CC(=O)N)NCC(C(=O)N)N)C(=O)NC(C(C2=CN=CN2)OC3C(C(C(C(O3)CO)O)O)OC4C(C(C(C(O4)CO)O)OC(=O)N)O)C(=O)NC(C)C(C(C)C(=O)NC(C(C)O)C(=O)NCCC5=NC(=CS5)C6=NC(=CS6)C(=O)NCCC[S+](C)C)O. Cell line: OVCAR3. Synergy scores: CSS=13.2, Synergy_ZIP=-5.89, Synergy_Bliss=-0.0726, Synergy_Loewe=-3.55, Synergy_HSA=1.71. (4) Drug 2: CC1C(C(CC(O1)OC2CC(OC(C2O)C)OC3=CC4=CC5=C(C(=O)C(C(C5)C(C(=O)C(C(C)O)O)OC)OC6CC(C(C(O6)C)O)OC7CC(C(C(O7)C)O)OC8CC(C(C(O8)C)O)(C)O)C(=C4C(=C3C)O)O)O)O. Cell line: SN12C. Drug 1: CC1C(C(=O)NC(C(=O)N2CCCC2C(=O)N(CC(=O)N(C(C(=O)O1)C(C)C)C)C)C(C)C)NC(=O)C3=C4C(=C(C=C3)C)OC5=C(C(=O)C(=C(C5=N4)C(=O)NC6C(OC(=O)C(N(C(=O)CN(C(=O)C7CCCN7C(=O)C(NC6=O)C(C)C)C)C)C(C)C)C)N)C. Synergy scores: CSS=41.1, Synergy_ZIP=-2.95, Synergy_Bliss=1.09, Synergy_Loewe=-2.87, Synergy_HSA=0.642. (5) Drug 1: C1=CC(=CC=C1C#N)C(C2=CC=C(C=C2)C#N)N3C=NC=N3. Drug 2: CC1C(C(=O)NC(C(=O)N2CCCC2C(=O)N(CC(=O)N(C(C(=O)O1)C(C)C)C)C)C(C)C)NC(=O)C3=C4C(=C(C=C3)C)OC5=C(C(=O)C(=C(C5=N4)C(=O)NC6C(OC(=O)C(N(C(=O)CN(C(=O)C7CCCN7C(=O)C(NC6=O)C(C)C)C)C)C(C)C)C)N)C. Cell line: OVCAR3. Synergy scores: CSS=3.26, Synergy_ZIP=0.937, Synergy_Bliss=5.67, Synergy_Loewe=2.95, Synergy_HSA=2.51. (6) Drug 1: C1=NC2=C(N=C(N=C2N1C3C(C(C(O3)CO)O)F)Cl)N. Drug 2: CCN(CC)CCCC(C)NC1=C2C=C(C=CC2=NC3=C1C=CC(=C3)Cl)OC. Cell line: SR. Synergy scores: CSS=31.1, Synergy_ZIP=-0.608, Synergy_Bliss=-1.17, Synergy_Loewe=-1.06, Synergy_HSA=-0.701.